From a dataset of Full USPTO retrosynthesis dataset with 1.9M reactions from patents (1976-2016). Predict the reactants needed to synthesize the given product. Given the product [C:1]([O:5][C:6](=[O:28])[NH:7][C:8]1[CH:13]=[CH:12][C:11]([C:14](=[O:26])[NH:15][CH2:16][C:17]2[CH:22]=[CH:21][C:20]([C:23]#[N:24])=[CH:19][C:18]=2[O:25][CH2:37][C:38]2[CH:43]=[CH:42][CH:41]=[CH:40][N:39]=2)=[CH:10][C:9]=1[CH3:27])([CH3:4])([CH3:3])[CH3:2], predict the reactants needed to synthesize it. The reactants are: [C:1]([O:5][C:6](=[O:28])[NH:7][C:8]1[CH:13]=[CH:12][C:11]([C:14](=[O:26])[NH:15][CH2:16][C:17]2[CH:22]=[CH:21][C:20]([C:23]#[N:24])=[CH:19][C:18]=2[OH:25])=[CH:10][C:9]=1[CH3:27])([CH3:4])([CH3:3])[CH3:2].C(=O)([O-])[O-].[Cs+].[Cs+].Br.Br[CH2:37][C:38]1[CH:43]=[CH:42][CH:41]=[CH:40][N:39]=1.O.